Dataset: Plasma protein binding rate (PPBR) regression data from AstraZeneca. Task: Regression/Classification. Given a drug SMILES string, predict its absorption, distribution, metabolism, or excretion properties. Task type varies by dataset: regression for continuous measurements (e.g., permeability, clearance, half-life) or binary classification for categorical outcomes (e.g., BBB penetration, CYP inhibition). For this dataset (ppbr_az), we predict Y. (1) The drug is Cc1nccn1-c1ccc(Sc2cccc(C3(C(N)=O)CCOCC3)c2)cc1. The Y is 93.1 %. (2) The molecule is CN[C@@H](C)C(=O)N[C@H](C(=O)N1CC[C@H]2CC[C@H](NC(=O)c3cccc4ccccc34)[C@H]21)C(C)(C)C. The Y is 98.4 %. (3) The drug is CC(C)N1CCC(N(C(=O)Cc2ccccc2)c2ccc(Cl)cc2)CC1. The Y is 71.0 %. (4) The molecule is O=C(NCc1ccc(OC(F)(F)F)cc1)C1c2ccccc2C(=O)N1C1CCC(F)(F)CC1. The Y is 98.0 %. (5) The molecule is Cc1ccc(S(=O)(=O)Nc2c(C(=O)N[C@@H](C)C(C)(C)C)c(C)nn2C2CCSCC2)cc1. The Y is 94.7 %. (6) The drug is O=C(CCS(=O)(=O)c1ccc(Br)cc1)Nc1ccc2c(c1)OCO2. The Y is 98.8 %. (7) The drug is Clc1ccc2c(c1)C(N1CCNCC1)=Nc1ccccc1O2. The Y is 89.0 %.